This data is from Full USPTO retrosynthesis dataset with 1.9M reactions from patents (1976-2016). The task is: Predict the reactants needed to synthesize the given product. (1) Given the product [Br:1][C:2]1[CH:3]=[C:4]2[C:8](=[CH:9][CH:10]=1)[NH:7][C:6](=[O:11])/[C:5]/2=[CH:12]\[C:14]1[NH:15][C:16]([CH3:28])=[C:17]([S:24]([CH3:27])(=[O:26])=[O:25])[C:18]=1[CH2:19][CH2:20][C:21]([OH:23])=[O:22], predict the reactants needed to synthesize it. The reactants are: [Br:1][C:2]1[CH:3]=[C:4]2[C:8](=[CH:9][CH:10]=1)[NH:7][C:6](=[O:11])[CH2:5]2.[CH:12]([C:14]1[NH:15][C:16]([CH3:28])=[C:17]([S:24]([CH3:27])(=[O:26])=[O:25])[C:18]=1[CH2:19][CH2:20][C:21]([OH:23])=[O:22])=O.N1CCCCC1. (2) Given the product [F:24][C:25]1[CH:30]=[CH:29][CH:28]=[CH:27][C:26]=1[N:31]1[CH2:36][CH2:35][N:34]([CH2:22][CH2:21][CH2:20][C:11]2[CH:10]=[C:9]([C:6]3[CH:7]=[CH:8][C:3]([O:2][CH3:1])=[CH:4][CH:5]=3)[N:13]([C:14]3[CH:15]=[CH:16][CH:17]=[CH:18][CH:19]=3)[N:12]=2)[CH2:33][CH2:32]1, predict the reactants needed to synthesize it. The reactants are: [CH3:1][O:2][C:3]1[CH:8]=[CH:7][C:6]([C:9]2[N:13]([C:14]3[CH:19]=[CH:18][CH:17]=[CH:16][CH:15]=3)[N:12]=[C:11]([CH2:20][CH2:21][CH:22]=O)[CH:10]=2)=[CH:5][CH:4]=1.[F:24][C:25]1[CH:30]=[CH:29][CH:28]=[CH:27][C:26]=1[N:31]1[CH2:36][CH2:35][NH:34][CH2:33][CH2:32]1.CCN(C(C)C)C(C)C.[BH-](OC(C)=O)(OC(C)=O)OC(C)=O.[Na+]. (3) Given the product [CH3:1][C:2]1[CH:7]=[CH:6][N:5]=[C:4]([S:8][CH3:12])[N:3]=1, predict the reactants needed to synthesize it. The reactants are: [CH3:1][C:2]1[CH:7]=[CH:6][NH:5][C:4](=[S:8])[N:3]=1.[OH-].[Na+].O.[CH3:12]I. (4) Given the product [F:41][C:35]1[CH:36]=[CH:37][CH:38]=[C:39]([F:40])[C:34]=1[C:33]([NH:32][C:30]1[S:31][C:1]([C:3]2[CH:12]=[CH:11][CH:10]=[C:5]([C:6]([O:8][CH3:9])=[O:7])[CH:4]=2)=[C:28]([C:43]([O:45][CH3:46])=[O:44])[N:29]=1)=[O:42], predict the reactants needed to synthesize it. The reactants are: [CH:1]([C:3]1[CH:4]=[C:5]([CH:10]=[CH:11][CH:12]=1)[C:6]([O:8][CH3:9])=[O:7])=O.C(OC1C=CC(C(F)(F)F)=CC=1C1[S:31][C:30]([NH:32][C:33](=[O:42])[C:34]2[C:39]([F:40])=[CH:38][CH:37]=[CH:36][C:35]=2[F:41])=[N:29][C:28]=1[C:43]([O:45][CH3:46])=[O:44])C=C. (5) Given the product [CH:1]1([C:6]([NH:8][C:9]2[CH:10]=[C:11]([CH:16]3[C:25]([CH3:27])([CH3:26])[CH2:24][C:23]4[C:18](=[CH:19][CH:20]=[C:21]([C:28]([OH:30])=[O:29])[CH:22]=4)[NH:17]3)[CH:12]=[CH:13][C:14]=2[F:15])=[O:7])[CH2:5][CH2:4][CH2:3][CH2:2]1, predict the reactants needed to synthesize it. The reactants are: [CH:1]1([C:6]([NH:8][C:9]2[CH:10]=[C:11]([CH:16]3[C:25]([CH3:27])([CH3:26])[CH2:24][C:23]4[C:18](=[CH:19][CH:20]=[C:21]([C:28]([O:30]C)=[O:29])[CH:22]=4)[NH:17]3)[CH:12]=[CH:13][C:14]=2[F:15])=[O:7])[CH2:5][CH2:4][CH2:3][CH2:2]1.[OH-].[Na+]. (6) Given the product [CH2:5]([N:7]([CH2:2][CH2:3][OH:4])[CH:8]1[CH2:13][CH2:12][N:11]([C:14]([O:16][C:17]([CH3:19])([CH3:18])[CH3:20])=[O:15])[CH2:10][CH2:9]1)[CH3:6], predict the reactants needed to synthesize it. The reactants are: Br[CH2:2][CH2:3][OH:4].[CH2:5]([NH:7][CH:8]1[CH2:13][CH2:12][N:11]([C:14]([O:16][C:17]([CH3:20])([CH3:19])[CH3:18])=[O:15])[CH2:10][CH2:9]1)[CH3:6].C([O-])([O-])=O.[Na+].[Na+]. (7) Given the product [NH2:9][CH2:8][CH2:7][NH:6][C:4](=[O:5])[C:3]1[C:17]([Cl:22])=[CH:18][C:19]([Cl:21])=[N:20][C:2]=1[Cl:1], predict the reactants needed to synthesize it. The reactants are: [Cl:1][C:2]1[N:20]=[C:19]([Cl:21])[CH:18]=[C:17]([Cl:22])[C:3]=1[C:4]([NH:6][CH2:7][CH2:8][NH:9]C(=O)OC(C)(C)C)=[O:5].FC(F)(F)C(O)=O. (8) Given the product [F:11][C:6]1[CH:5]=[C:4]([N+:12]([O-:14])=[O:13])[C:3]([O:2][CH3:1])=[CH:8][C:7]=1[CH2:9][CH2:10][N:15]1[CH2:20][CH2:19][O:18][CH2:17][CH2:16]1, predict the reactants needed to synthesize it. The reactants are: [CH3:1][O:2][C:3]1[CH:8]=[C:7]([CH:9]=[CH2:10])[C:6]([F:11])=[CH:5][C:4]=1[N+:12]([O-:14])=[O:13].[NH:15]1[CH2:20][CH2:19][O:18][CH2:17][CH2:16]1.